This data is from Reaction yield outcomes from USPTO patents with 853,638 reactions. The task is: Predict the reaction yield, written as a fraction of the theoretical maximum amount of product (1.0 means a 100% yield; for example, 0.34 means a 34% yield). (1) The reactants are [Br:1][C:2]1[CH:7]=[CH:6][C:5]([S:8](Cl)(=[O:10])=[O:9])=[CH:4][CH:3]=1.[CH3:12][NH:13][CH3:14]. No catalyst specified. The product is [Br:1][C:2]1[CH:7]=[CH:6][C:5]([S:8]([N:13]([CH3:14])[CH3:12])(=[O:10])=[O:9])=[CH:4][CH:3]=1. The yield is 0.770. (2) The reactants are [F:1][C:2]1[CH:7]=[C:6]([F:8])[CH:5]=[CH:4][C:3]=1[C:9]1[CH:10]=[C:11]2[C:16](=[CH:17][CH:18]=1)[NH:15][C:14](=[O:19])[CH2:13][CH2:12]2.[CH3:20][O:21][C:22]1[CH:32]=[CH:31][CH:30]=[CH:29][C:23]=1[O:24][CH2:25][CH:26]1[CH2:28][O:27]1.C(=O)([O-])[O-].[Cs+].[Cs+].O. The product is [F:1][C:2]1[CH:7]=[C:6]([F:8])[CH:5]=[CH:4][C:3]=1[C:9]1[CH:10]=[C:11]2[C:16](=[CH:17][CH:18]=1)[N:15]([CH2:28][CH:26]([OH:27])[CH2:25][O:24][C:23]1[CH:29]=[CH:30][CH:31]=[CH:32][C:22]=1[O:21][CH3:20])[C:14](=[O:19])[CH2:13][CH2:12]2. The yield is 0.490. The catalyst is CN(C)C=O. (3) The reactants are [CH3:1][O:2][C:3]1[C:7]([O:8][CH3:9])=[CH:6][S:5][CH:4]=1.[CH2:10]([C:12]([CH2:17][CH3:18])(CO)CO)[CH3:11].C1(C)C(S(O)(=O)=O)=CC=CC=1. The catalyst is C1(C)C=CC=CC=1. The product is [CH2:10]([C:12]1([CH2:17][CH3:18])[CH2:1][O:2][C:3]2=[CH:4][S:5][CH:6]=[C:7]2[O:8][CH2:9]1)[CH3:11]. The yield is 0.680. (4) The yield is 0.710. The catalyst is C(Cl)Cl.CO.O. The reactants are [Cl:1][C:2]1[N:7]=[C:6]([Cl:8])[C:5]([O:9]C)=[C:4]([Cl:11])[N:3]=1.B(Br)(Br)Br. The product is [Cl:1][C:2]1[N:7]=[C:6]([Cl:8])[C:5]([OH:9])=[C:4]([Cl:11])[N:3]=1. (5) The reactants are C(O)(=O)C(C)(C)C.C(=O)([O-])[O-].[K+].[K+].Br[C:15]1[CH:33]=[CH:32][C:31]([Cl:34])=[CH:30][C:16]=1[CH2:17][O:18][C:19]1[CH:28]=[C:27]2[C:22]([CH2:23][CH2:24][CH2:25][C:26]2=[O:29])=[CH:21][CH:20]=1. The catalyst is CC(N(C)C)=O.C([O-])(=O)C(C)(C)C.[Pd+2].C([O-])(=O)C(C)(C)C.FC1C=CC(P(C2C=CC(F)=CC=2)C2C=CC(F)=CC=2)=CC=1. The product is [Cl:34][C:31]1[CH:32]=[CH:33][C:15]2[C:20]3[CH:21]=[C:22]4[CH2:23][CH2:24][CH2:25][C:26](=[O:29])[C:27]4=[CH:28][C:19]=3[O:18][CH2:17][C:16]=2[CH:30]=1. The yield is 0.670.